This data is from Aqueous solubility values for 9,982 compounds from the AqSolDB database. The task is: Regression/Classification. Given a drug SMILES string, predict its absorption, distribution, metabolism, or excretion properties. Task type varies by dataset: regression for continuous measurements (e.g., permeability, clearance, half-life) or binary classification for categorical outcomes (e.g., BBB penetration, CYP inhibition). For this dataset (solubility_aqsoldb), we predict Y. (1) The compound is NC(CC(=O)O)C(=O)O. The Y is -1.23 log mol/L. (2) The drug is CCCCCCCCOC(=O)c1cccnc1. The Y is -3.09 log mol/L. (3) The compound is COC(=O)[C@@H]1CCCN1C(=O)COC(=O)c1ccccc1. The Y is -2.08 log mol/L. (4) The molecule is CCNC(=S)OC(C)C. The Y is -1.74 log mol/L. (5) The drug is Cn1ccc(NS(=O)(=O)c2ccc(N)cc2)nc1=O. The Y is -2.36 log mol/L. (6) The molecule is Clc1ccccc1-c1c(Cl)cccc1Cl. The Y is -5.90 log mol/L. (7) The compound is O=c1cccc[nH]1. The Y is 1.02 log mol/L. (8) The compound is CC(=O)Nc1ccc2c(c1)C=C(S(=O)(=O)[O-])/C(=N/Nc1ccc(S(=O)(=O)CCOS(=O)(=O)[O-])cc1)C2=O.[Na+].[Na+]. The Y is -0.396 log mol/L.